From a dataset of Catalyst prediction with 721,799 reactions and 888 catalyst types from USPTO. Predict which catalyst facilitates the given reaction. (1) Reactant: Br[C:2]1[CH:3]=[C:4]([CH2:9][C:10]([OH:12])=[O:11])[CH:5]=[CH:6][C:7]=1[F:8].[CH3:13][N:14](C=O)C. Product: [C:13]([C:2]1[CH:3]=[C:4]([CH2:9][C:10]([OH:12])=[O:11])[CH:5]=[CH:6][C:7]=1[F:8])#[N:14]. The catalyst class is: 84. (2) Reactant: [CH3:1][C:2]1[CH:7]=[C:6]([O:8][CH:9]2[CH2:14][CH2:13][O:12][CH2:11][CH2:10]2)[CH:5]=[CH:4][C:3]=1[C:15]1[C:19]2[CH:20]=[C:21]([CH2:24]O)[CH:22]=[CH:23][C:18]=2[S:17][CH:16]=1.P(Br)(Br)[Br:27]. Product: [Br:27][CH2:24][C:21]1[CH:22]=[CH:23][C:18]2[S:17][CH:16]=[C:15]([C:3]3[CH:4]=[CH:5][C:6]([O:8][CH:9]4[CH2:14][CH2:13][O:12][CH2:11][CH2:10]4)=[CH:7][C:2]=3[CH3:1])[C:19]=2[CH:20]=1. The catalyst class is: 2.